Dataset: Full USPTO retrosynthesis dataset with 1.9M reactions from patents (1976-2016). Task: Predict the reactants needed to synthesize the given product. (1) Given the product [Cl:1][C:2]1[CH:12]=[C:11]([NH:13][C@@H:14]2[CH2:18][CH2:17][CH2:16][CH:15]2[F:26])[C:5]([C:6]([O:8][CH2:9][CH3:10])=[O:7])=[CH:4][N:3]=1, predict the reactants needed to synthesize it. The reactants are: [Cl:1][C:2]1[CH:12]=[C:11]([NH:13][CH:14]2[CH2:18][CH2:17][CH2:16][C@@H:15]2O)[C:5]([C:6]([O:8][CH2:9][CH3:10])=[O:7])=[CH:4][N:3]=1.CCN(S(F)(F)[F:26])CC. (2) Given the product [C:17]([O:16][C:14]([N:5]1[CH2:6][CH2:7][C:2]([OH:1])([C:8]2[CH:13]=[CH:12][CH:11]=[CH:10][CH:9]=2)[CH2:3][CH2:4]1)=[O:15])([CH3:20])([CH3:19])[CH3:18], predict the reactants needed to synthesize it. The reactants are: [OH:1][C:2]1([C:8]2[CH:13]=[CH:12][CH:11]=[CH:10][CH:9]=2)[CH2:7][CH2:6][NH:5][CH2:4][CH2:3]1.[C:14](O[C:14]([O:16][C:17]([CH3:20])([CH3:19])[CH3:18])=[O:15])([O:16][C:17]([CH3:20])([CH3:19])[CH3:18])=[O:15]. (3) Given the product [C:7]([CH:4]1[CH2:5][CH2:6][N:1]([C:26](=[O:28])[C@H:22]([NH:21][C:19]([C:58]2[C:56]3[C:55](=[N:54][CH:53]=[C:52]([C:50]4[CH:49]=[N:48][N:47]([CH2:45][CH3:46])[CH:51]=4)[N:57]=3)[NH:60][CH:59]=2)=[O:20])[CH:23]2[CH2:24][CH2:25]2)[CH2:2][CH2:3]1)#[N:8], predict the reactants needed to synthesize it. The reactants are: [NH:1]1[CH2:6][CH2:5][CH:4]([C:7]#[N:8])[CH2:3][CH2:2]1.N1CCCC1.CC(O[C:19]([NH:21][C@@H:22]([C:26]([OH:28])=O)[CH:23]1[CH2:25][CH2:24]1)=[O:20])(C)C.C(N[C@@H](C(O)=O)C(C)(C)C)(OC(C)(C)C)=O.[CH2:45]([N:47]1[CH:51]=[C:50]([C:52]2[N:57]=[C:56]3[C:58](C(O)=O)=[CH:59][N:60](COCC[Si](C)(C)C)[C:55]3=[N:54][CH:53]=2)[CH:49]=[N:48]1)[CH3:46].C1(C2N=C3C(C(O)=O)=CN(COCC[Si](C)(C)C)C3=NC=2)CC1.FC(F)(F)C(O)=O. (4) Given the product [Cl:1][C:2]1[CH:3]=[C:4]2[C:9](=[CH:10][CH:11]=1)[N:8]=[C:7]([O:12][CH3:13])[C:6]([NH:14][C:15]([N:29]1[CH2:30][CH2:31][N:26]([C:20]3[CH:25]=[CH:24][CH:23]=[CH:22][CH:21]=3)[CH2:27][CH2:28]1)=[O:19])=[N:5]2, predict the reactants needed to synthesize it. The reactants are: [Cl:1][C:2]1[CH:3]=[C:4]2[C:9](=[CH:10][CH:11]=1)[N:8]=[C:7]([O:12][CH3:13])[C:6]([NH:14][C:15](=[O:19])OCC)=[N:5]2.[C:20]1([N:26]2[CH2:31][CH2:30][NH:29][CH2:28][CH2:27]2)[CH:25]=[CH:24][CH:23]=[CH:22][CH:21]=1.C1CCN2C(=NCCC2)CC1. (5) Given the product [C:111]([OH:120])(=[O:119])[CH2:112][C@:113]([CH2:116][CH2:117][OH:118])([CH3:115])[OH:114], predict the reactants needed to synthesize it. The reactants are: P(OC[C@@H](O)[C@@H](O)[C@@H](O)C=O)(O)(O)=O.C1N=C(N)C2N=CN([C@@H]3O[C@H](COP(OP(OC[C@H]4O[C@@H](N5C=C(C(N)=O)CC=C5)[C@H](O)[C@@H]4O)(O)=O)(O)=O)[C@@H](O)[C@H]3OP(O)(O)=O)C=2N=1.[C@@H]1(N2C3N=CN=C(N)C=3N=C2)O[C@H](COP(OP(OCC([C@H](C(NCCC(NCCS)=O)=O)O)(C)C)(O)=O)(O)=O)[C@@H](OP(O)(O)=O)[C@H]1O.[C:111]([O-:120])(=[O:119])[CH2:112][C@:113]([CH2:116][CH2:117][OH:118])([CH3:115])[OH:114].C[C@@]12C(=O)CC[C@H]1[C@@H]1CC=C3C[C@@H](O)CC[C@]3(C)[C@H]1CC2. (6) Given the product [CH3:33][N:22]([CH:23]1[CH2:28][C:27]([CH3:30])([CH3:29])[NH:26][C:25]([CH3:32])([CH3:31])[CH2:24]1)[C:19]1[N:20]=[N:21][C:16]([C:13]2[CH:14]=[CH:15][C:10]([C:3]3[N:4]4[CH2:9][CH2:8][NH:7][CH2:6][C:5]4=[N:1][CH:2]=3)=[CH:11][C:12]=2[OH:34])=[CH:17][CH:18]=1, predict the reactants needed to synthesize it. The reactants are: [N:1]1[CH:2]=[C:3]([C:10]2[CH:15]=[CH:14][C:13]([C:16]3[N:21]=[N:20][C:19]([N:22]([CH3:33])[CH:23]4[CH2:28][C:27]([CH3:30])([CH3:29])[NH:26][C:25]([CH3:32])([CH3:31])[CH2:24]4)=[CH:18][CH:17]=3)=[C:12]([O:34]C)[CH:11]=2)[N:4]2[CH:9]=[CH:8][N:7]=[CH:6][C:5]=12.B(Br)(Br)Br.Cl. (7) Given the product [CH3:18][C@@H:19]1[CH2:24][NH:23][C@@H:22]([CH3:25])[CH2:21][N:20]1[C:2]1[CH:7]=[CH:6][C:5]([O:8][CH2:9][CH2:10][CH2:11][N:12]2[CH2:17][CH2:16][CH2:15][CH2:14][CH2:13]2)=[CH:4][CH:3]=1, predict the reactants needed to synthesize it. The reactants are: I[C:2]1[CH:7]=[CH:6][C:5]([O:8][CH2:9][CH2:10][CH2:11][N:12]2[CH2:17][CH2:16][CH2:15][CH2:14][CH2:13]2)=[CH:4][CH:3]=1.[CH3:18][C@H:19]1[CH2:24][NH:23][C@H:22]([CH3:25])[CH2:21][NH:20]1.CC(C)([O-])C.[Na+]. (8) Given the product [CH2:1]([N:8]1[CH2:13][CH2:12][NH:11][C@H:10]([CH2:21][C:22]2[CH:23]=[CH:24][C:25]([C:28]#[N:29])=[CH:26][CH:27]=2)[CH2:9]1)[C:2]1[CH:3]=[CH:4][CH:5]=[CH:6][CH:7]=1, predict the reactants needed to synthesize it. The reactants are: [CH2:1]([N:8]1[CH2:13][CH2:12][N:11](C(OC(C)(C)C)=O)[C@H:10]([CH2:21][C:22]2[CH:27]=[CH:26][C:25]([C:28]#[N:29])=[CH:24][CH:23]=2)[CH2:9]1)[C:2]1[CH:7]=[CH:6][CH:5]=[CH:4][CH:3]=1.C(O)(C(F)(F)F)=O.